Dataset: Clinical trial toxicity outcomes and FDA approval status for drugs. Task: Regression/Classification. Given a drug SMILES string, predict its toxicity properties. Task type varies by dataset: regression for continuous values (e.g., LD50, hERG inhibition percentage) or binary classification for toxic/non-toxic outcomes (e.g., AMES mutagenicity, cardiotoxicity, hepatotoxicity). Dataset: clintox. (1) The molecule is COc1cc([C@@H]2c3cc4c(cc3[C@H](O)[C@H]3COC(=O)[C@H]23)OCO4)cc(OC)c1OC. The result is 0 (passed clinical trial). (2) The molecule is C[NH+](C)CCn1nnnc1SCC1=C(C(=O)[O-])N2C(=O)[C@@H](NC(=O)Cc3csc(N)n3)[C@H]2SC1. The result is 0 (passed clinical trial). (3) The compound is C[NH+](C)CCc1c[nH]c2ccc(C[C@H]3COC(=O)N3)cc12. The result is 0 (passed clinical trial). (4) The drug is NS(=O)(=O)c1cc(C2(O)NC(=O)c3ccccc32)ccc1Cl. The result is 0 (passed clinical trial). (5) The drug is CCCCOc1cc(C(=O)NCC[NH+](CC)CC)c2ccccc2n1. The result is 0 (passed clinical trial). (6) The molecule is C[C@H]1CN(c2c(F)c(N)c3c(=O)c(C(=O)[O-])cn(C4CC4)c3c2F)C[C@@H](C)[NH2+]1. The result is 0 (passed clinical trial). (7) The molecule is O=C(OOC(=O)c1ccccc1)c1ccccc1. The result is 0 (passed clinical trial).